This data is from Reaction yield outcomes from USPTO patents with 853,638 reactions. The task is: Predict the reaction yield, written as a fraction of the theoretical maximum amount of product (1.0 means a 100% yield; for example, 0.34 means a 34% yield). (1) The reactants are [NH2:1][C:2]1[CH:11]=[CH:10][CH:9]=[C:8]2[C:3]=1[C:4](=[O:21])[N:5]([CH:13]1[CH2:18][CH2:17][C:16](=[O:19])[NH:15][C:14]1=[O:20])[C:6]([CH3:12])=[N:7]2.[CH2:22]([O:29][CH2:30][C:31](Cl)=[O:32])[C:23]1[CH:28]=[CH:27][CH:26]=[CH:25][CH:24]=1. The catalyst is O1CCCC1. The product is [CH2:22]([O:29][CH2:30][C:31]([NH:1][C:2]1[CH:11]=[CH:10][CH:9]=[C:8]2[C:3]=1[C:4](=[O:21])[N:5]([CH:13]1[CH2:18][CH2:17][C:16](=[O:19])[NH:15][C:14]1=[O:20])[C:6]([CH3:12])=[N:7]2)=[O:32])[C:23]1[CH:28]=[CH:27][CH:26]=[CH:25][CH:24]=1. The yield is 0.470. (2) The reactants are [CH3:1][N:2]1[C:6]([C:7]([OH:9])=[O:8])=[C:5]([N+:10]([O-:12])=[O:11])[CH:4]=[N:3]1.Cl.[CH3:14]O. No catalyst specified. The product is [CH3:1][N:2]1[C:6]([C:7]([O:9][CH3:14])=[O:8])=[C:5]([N+:10]([O-:12])=[O:11])[CH:4]=[N:3]1. The yield is 0.830. (3) The reactants are [Br:1][C:2]1[CH:3]=[C:4]([CH2:8][CH2:9][C:10](O)=[O:11])[CH:5]=[CH:6][CH:7]=1.[H-].[H-].[H-].[H-].[Li+].[Al+3]. The catalyst is C1COCC1. The product is [Br:1][C:2]1[CH:3]=[C:4]([CH2:8][CH2:9][CH2:10][OH:11])[CH:5]=[CH:6][CH:7]=1. The yield is 0.980. (4) The reactants are C(O)(C(F)(F)F)=O.[CH2:8]([O:10][C:11]1[CH:12]=[C:13]([C:27]2[CH:32]=[CH:31][C:30]([CH2:33][C:34]([NH:36][C:37]3[CH:42]=[C:41]([C:43]([F:46])([F:45])[F:44])[CH:40]=[C:39]([C:47]4[CH:48]=[N:49][N:50]([CH3:52])[CH:51]=4)[CH:38]=3)=[O:35])=[C:29]([F:53])[CH:28]=2)[CH:14]=[N:15][C:16]=1[O:17]CC1C=CC(OC)=CC=1)[CH3:9].C(Cl)[Cl:55]. No catalyst specified. The product is [ClH:55].[CH2:8]([O:10][C:11]1[C:16](=[O:17])[NH:15][CH:14]=[C:13]([C:27]2[CH:32]=[CH:31][C:30]([CH2:33][C:34]([NH:36][C:37]3[CH:42]=[C:41]([C:43]([F:45])([F:46])[F:44])[CH:40]=[C:39]([C:47]4[CH:48]=[N:49][N:50]([CH3:52])[CH:51]=4)[CH:38]=3)=[O:35])=[C:29]([F:53])[CH:28]=2)[CH:12]=1)[CH3:9]. The yield is 0.263. (5) The reactants are [CH3:1][N:2]([CH3:18])[C:3]([CH:6]1[CH2:10][CH2:9][N:8](CC2C=CC=CC=2)[CH2:7]1)([CH3:5])[CH3:4].[ClH:19]. The catalyst is CO. The product is [ClH:19].[CH3:18][N:2]([CH3:1])[C:3]([CH:6]1[CH2:10][CH2:9][NH:8][CH2:7]1)([CH3:5])[CH3:4]. The yield is 0.760.